Dataset: Catalyst prediction with 721,799 reactions and 888 catalyst types from USPTO. Task: Predict which catalyst facilitates the given reaction. Reactant: [CH2:1]([OH:8])[C:2]1[CH:7]=[CH:6][CH:5]=[CH:4][CH:3]=1.C(Cl)CCl.N.[Cl:14][C:15]1[CH:16]=[C:17]([CH2:22][N:23]2[C:27]3[CH:28]([CH2:31][C:32](O)=[O:33])[CH2:29][CH2:30][C:26]=3[N:25]=[C:24]2[CH:35]([CH3:37])[CH3:36])[CH:18]=[CH:19][C:20]=1[Cl:21]. Product: [C:2]1([CH2:1][O:8][C:32](=[O:33])[CH2:31][CH:28]2[C:27]3[N:23]([CH2:22][C:17]4[CH:18]=[CH:19][C:20]([Cl:21])=[C:15]([Cl:14])[CH:16]=4)[C:24]([CH:35]([CH3:36])[CH3:37])=[N:25][C:26]=3[CH2:30][CH2:29]2)[CH:7]=[CH:6][CH:5]=[CH:4][CH:3]=1. The catalyst class is: 166.